The task is: Predict the reactants needed to synthesize the given product.. This data is from Full USPTO retrosynthesis dataset with 1.9M reactions from patents (1976-2016). (1) Given the product [CH2:1]([O:8][C:9]1[C:10](=[O:17])[CH:11]=[C:12]([CH2:15][OH:16])[NH:51][CH:14]=1)[C:2]1[CH:7]=[CH:6][CH:5]=[CH:4][CH:3]=1, predict the reactants needed to synthesize it. The reactants are: [CH2:1]([O:8][C:9]1[C:10](=[O:17])[CH:11]=[C:12]([CH2:15][OH:16])O[CH:14]=1)[C:2]1[CH:7]=[CH:6][CH:5]=[CH:4][CH:3]=1.C1C(=O)C(O)=COC=1CO.COC1C(OC(C(O)C2C=CC(O)=C(OC)C=2)CO)=CC=CC=1.[NH3:51]. (2) Given the product [NH2:1][C:2]1[C:10]([NH2:11])=[CH:9][C:8]([F:14])=[CH:7][C:3]=1[C:4]([NH2:6])=[O:5], predict the reactants needed to synthesize it. The reactants are: [NH2:1][C:2]1[C:10]([N+:11]([O-])=O)=[CH:9][C:8]([F:14])=[CH:7][C:3]=1[C:4]([NH2:6])=[O:5]. (3) Given the product [CH3:30][NH:26][C:18](=[O:20])[C@H:9]([CH2:10][C:11]1[CH:16]=[CH:15][C:14]([OH:17])=[CH:13][CH:12]=1)[NH:8][C:6]([O:5][C:1]([CH3:4])([CH3:3])[CH3:2])=[O:7], predict the reactants needed to synthesize it. The reactants are: [C:1]([O:5][C:6]([NH:8][C@H:9]([C:18]([OH:20])=O)[CH2:10][C:11]1[CH:16]=[CH:15][C:14]([OH:17])=[CH:13][CH:12]=1)=[O:7])([CH3:4])([CH3:3])[CH3:2].Cl.CN.O.O[N:26]1[C:30]2C=CC=CC=2N=N1.C1C=CC2N(O)N=NC=2C=1.CN1CCOCC1.Cl.C(N=C=NCCCN(C)C)C. (4) Given the product [Br:12][C:13]1[CH:26]=[CH:25][C:24]2[C:15](=[C:16]([C:10]#[C:9][Si:2]([CH3:4])([CH3:3])[CH3:1])[C:17]3[C:22]([C:23]=2[C:6]#[C:5][Si:2]([CH3:4])([CH3:3])[CH3:1])=[CH:21][C:20]([Br:28])=[CH:19][CH:18]=3)[CH:14]=1, predict the reactants needed to synthesize it. The reactants are: [CH3:1][Si:2]([C:5]#[CH:6])([CH3:4])[CH3:3].C([Li])C[CH2:9][CH3:10].[Br:12][C:13]1[CH:26]=[CH:25][C:24]2[C:23](=O)[C:22]3[C:17](=[CH:18][CH:19]=[C:20]([Br:28])[CH:21]=3)[C:16](=O)[C:15]=2[CH:14]=1.[Sn](Cl)Cl.